From a dataset of Reaction yield outcomes from USPTO patents with 853,638 reactions. Predict the reaction yield, written as a fraction of the theoretical maximum amount of product (1.0 means a 100% yield; for example, 0.34 means a 34% yield). (1) The reactants are C1(P(C2C=CC=CC=2)C2C=CC=CC=2)C=CC=CC=1.C1C=CC(COC(/N=N/C(OCC2C=CC=CC=2)=O)=O)=CC=1.[F:42][C:43]([F:52])([F:51])[C:44]1[CH:49]=[CH:48][C:47]([OH:50])=[CH:46][CH:45]=1.[CH3:53][C:54]1[O:58][C:57]([CH2:59][CH2:60]O)=[CH:56][CH:55]=1. The catalyst is C1COCC1. The product is [CH3:53][C:54]1[O:58][C:57]([CH2:59][CH2:60][O:50][C:47]2[CH:46]=[CH:45][C:44]([C:43]([F:51])([F:52])[F:42])=[CH:49][CH:48]=2)=[CH:56][CH:55]=1. The yield is 0.440. (2) The reactants are [CH3:1][O:2][C:3]([C:5]1[C:13]([NH:14][C:15]2[CH:20]=[CH:19][CH:18]=[CH:17][C:16]=2[CH3:21])=[C:12]([F:22])[C:8]2[NH:9][CH:10]=[N:11][C:7]=2[CH:6]=1)=[O:4].C1COCC1.CO.C1C(=O)N([Br:37])C(=O)C1.CC1C=CC(S(O)(=O)=O)=CC=1.O. The catalyst is CO. The product is [CH3:1][O:2][C:3]([C:5]1[C:13]([NH:14][C:15]2[CH:20]=[CH:19][C:18]([Br:37])=[CH:17][C:16]=2[CH3:21])=[C:12]([F:22])[C:8]2[NH:9][CH:10]=[N:11][C:7]=2[CH:6]=1)=[O:4]. The yield is 0.790. (3) The reactants are C(OC([N:8]1[CH2:12][CH2:11][CH:10]([O:13][CH2:14][C:15]2[CH:20]=[CH:19][C:18]([Cl:21])=[CH:17][CH:16]=2)[CH2:9]1)=O)(C)(C)C. The product is [Cl:21][C:18]1[CH:19]=[CH:20][C:15]([CH2:14][O:13][CH:10]2[CH2:11][CH2:12][NH:8][CH2:9]2)=[CH:16][CH:17]=1. The catalyst is C(O)=O. The yield is 0.700. (4) The reactants are Cl.FC1C=C(C=CC=1)CN1C=C(C2C3C(=NC=C(C4C=CC(C5CCNCC5)=CC=4)C=3)N(S(C3C=CC(C)=CC=3)(=O)=O)C=2)C=N1.[F:46][C:47]1[CH:48]=[C:49]([CH:91]=[CH:92][CH:93]=1)[CH2:50][N:51]1[CH:55]=[C:54]([C:56]2[C:64]3[C:59](=[N:60][CH:61]=[C:62]([C:65]4[CH:66]=[N:67][C:68]([N:71]5[CH2:76][CH2:75][N:74]([S:77]([CH3:80])(=[O:79])=[O:78])[CH2:73][CH2:72]5)=[CH:69][CH:70]=4)[CH:63]=3)[N:58](S(C3C=CC(C)=CC=3)(=O)=O)[CH:57]=2)[CH:53]=[N:52]1.[OH-].[Li+]. The catalyst is C1COCC1.CO.O. The product is [F:46][C:47]1[CH:48]=[C:49]([CH:91]=[CH:92][CH:93]=1)[CH2:50][N:51]1[CH:55]=[C:54]([C:56]2[C:64]3[C:59](=[N:60][CH:61]=[C:62]([C:65]4[CH:66]=[N:67][C:68]([N:71]5[CH2:76][CH2:75][N:74]([S:77]([CH3:80])(=[O:79])=[O:78])[CH2:73][CH2:72]5)=[CH:69][CH:70]=4)[CH:63]=3)[NH:58][CH:57]=2)[CH:53]=[N:52]1. The yield is 0.350. (5) The reactants are [F:1][C:2]1[CH:7]=[CH:6][C:5]([C:8]2[O:9][C:10]3[CH:20]=[CH:19][C:18]([C:21]4[CH:22]=[C:23]([CH:27]=[CH:28][CH:29]=4)[C:24](O)=[O:25])=[CH:17][C:11]=3[C:12]=2[C:13](=[O:16])[NH:14][CH3:15])=[CH:4][CH:3]=1.CCN=C=NCCCN(C)C.Cl.[C:42]1([S:48]([NH2:51])(=[O:50])=[O:49])[CH:47]=[CH:46][CH:45]=[CH:44][CH:43]=1.ClCCCl. The catalyst is CN(C1C=CN=CC=1)C.CN(C=O)C. The product is [F:1][C:2]1[CH:7]=[CH:6][C:5]([C:8]2[O:9][C:10]3[CH:20]=[CH:19][C:18]([C:21]4[CH:29]=[CH:28][CH:27]=[C:23]([C:24](=[O:25])[NH:51][S:48]([C:42]5[CH:47]=[CH:46][CH:45]=[CH:44][CH:43]=5)(=[O:50])=[O:49])[CH:22]=4)=[CH:17][C:11]=3[C:12]=2[C:13]([NH:14][CH3:15])=[O:16])=[CH:4][CH:3]=1. The yield is 0.670.